This data is from HIV replication inhibition screening data with 41,000+ compounds from the AIDS Antiviral Screen. The task is: Binary Classification. Given a drug SMILES string, predict its activity (active/inactive) in a high-throughput screening assay against a specified biological target. (1) The compound is CCOc1ccc(NC(=O)C(=O)CC(=O)c2sc(NNC(C)=O)nc2C)cc1. The result is 0 (inactive). (2) The drug is CCCCOC(=O)C(=O)C(=CNC(=S)c1cccnc1)C(=O)C=C(C)C. The result is 0 (inactive). (3) The drug is CCCC[Ge](CCCC)(CCCC)OC(=O)C(O)c1ccccc1. The result is 0 (inactive). (4) The drug is CCOP(=O)(C=C=C(C)C)OCC. The result is 0 (inactive). (5) The drug is Cc1cc2c(cc1C)N1C(Cl)=C3CCCCC3=C(C#N)C1N2. The result is 0 (inactive). (6) The molecule is COc1cc(C=NNC(=N)NO)cc(OC)c1OC.Cc1ccc(S(=O)(=O)O)cc1. The result is 0 (inactive). (7) The compound is O=C(Cc1ccccc1)NN=C1C(=O)Nc2ccccc21. The result is 0 (inactive). (8) The drug is Br.CCN(CC)OC(=O)C=Cc1ccccc1. The result is 0 (inactive). (9) The molecule is Cc1nc(O)nc(O)c1CN1CCCCC1. The result is 0 (inactive).